Task: Binary Classification. Given a miRNA mature sequence and a target amino acid sequence, predict their likelihood of interaction.. Dataset: Experimentally validated miRNA-target interactions with 360,000+ pairs, plus equal number of negative samples (1) The miRNA is mmu-miR-3961 with sequence UGCCCUCAGCUCAGUUGGA. The protein sequence of the target gene is MQNEPLTPGYHGFPARDSQGNQEPTTTPDAMVQPFTTIPFPPPPQNGIPTEYGVPHTQDYAGQTGEHNLTLYGSTQAHGEQSSNSPSTQNGSLTTEGGAQTDGQQSQTQSSENSESKSTPKRLHVSNIPFRFRDPDLRQMFGQFGKILDVEIIFNERGSKGFGFVTFENSADADRAREKLHGTVVEGRKIEVNNATARVMTNKKMVTPYANGWKLSPVVGAVYGPELYAASSFQADVSLGNDAAVPLSGRGGINTYIPLISLPLVPGFPYPTAATTAAAFRGAHLRGRGRTVYGAVRAVP.... Result: 0 (no interaction). (2) The miRNA is hsa-miR-6787-3p with sequence UCUCAGCUGCUGCCCUCUCCAG. The protein sequence of the target gene is MAAGVDCGDGVGARQHVFLVSEYLKDASKKMKNGLMFVKLVNPCSGEGAIYLFNMCLQQLFEVKVFKEKHHSWFINQSVQSGGLLHFATPVDPLFLLLHYLIKADKEGKFQPLDQVVVDNVFPNCILLLKLPGLEKLLHHVTEEKGNPEIDNKKYYKYSKEKTLKWLEKKVNQTVAALKTNNVNVSSRVQSTAFFSGDQASTDKEEDYIRYAHGLISDYIPKELSDDLSKYLKLPEPSASLPNPPSKKIKLSDEPVEAKEDYTKFNTKDLKTEKKNSKMTAAQKALAKVDKSGMKSIDTF.... Result: 1 (interaction). (3) The miRNA is hsa-miR-5705 with sequence UGUUUCGGGGCUCAUGGCCUGUG. The protein sequence of the target gene is MEGQDEVSAREQHFHSQVRESTICFLLFAILYIVSYFIIIRYKRKSDEQEDEDAVVNRISLFLSTFTLAVSAGAVLLLPFSIISNEILLAFPHNYYIQWLNGSLIHGLWNLASLFSNLCLFVLMPFAFFFLESEGFAGLKKGIRARILETLVMLLLLALLILGMVWVASALIDSDAASMESLYDLWEFYLPYLYSCISLMGCLLLLLCTPVGLSRMFTVMGQLLVKPAILEDLDEQIYMITLEEEALQRRLHGLSSSVEYNVMELEQELENVKILKTKLERRKKASAWERNLVYPAVMVL.... Result: 0 (no interaction). (4) Result: 0 (no interaction). The protein sequence of the target gene is MKEPDAIKLFVGQIPRHLEEKDLKPIFEQFGRIFELTVIKDKYTGLHKGCAFLTYCARDSALKAQSALHEQKTLPGMNRPIQVKPADSESRGDRKLFVGMLGKQQTDEDVRKMFEPFGTIDECTVLRGPDGTSKGCAFVKFQTHAEAQAAINTLHSSRTLPGASSSLVVKFADTEKERGLRRMQQVATQLGMFSPIALQFGAYSAYTQALMQQQAALVAAHSAYLSPMATMAAVQMQHMAAISANGLIATPITPSSGTSTPPAIAATPVSAIPAALGVNGYSPVPTQPTGQPAPDALYPN.... The miRNA is hsa-miR-4488 with sequence AGGGGGCGGGCUCCGGCG. (5) The miRNA is hsa-miR-488-3p with sequence UUGAAAGGCUAUUUCUUGGUC. The protein sequence of the target gene is MAPGRAVAGLLLLAAAGLGGVAEGPGLAFSEDVLSVFGANLSLSAAQLQHLLEQMGAASRVGVPEPGQLHFNQCLTAEEIFSLHGFSNATQITSSKFSVICPAVLQQLNFHPCEDRPKHKTRPSHSEVWGYGFLSVTIINLASLLGLILTPLIKKSYFPKILTFFVGLAIGTLFSNAIFQLIPEAFGFDPKVDSYVEKAVAVFGGFYLLFFFERMLKMLLKTYGQNGHTHFGNDNFGPQEKTHQPKALPAINGVTCYANPAVTEANGHIHFDNVSVVSLQDGKKEPSSCTCLKGPKLSEI.... Result: 1 (interaction).